This data is from Peptide-MHC class II binding affinity with 134,281 pairs from IEDB. The task is: Regression. Given a peptide amino acid sequence and an MHC pseudo amino acid sequence, predict their binding affinity value. This is MHC class II binding data. (1) The peptide sequence is IVALIIAIVVWTIV. The MHC is HLA-DQA10501-DQB10201 with pseudo-sequence HLA-DQA10501-DQB10201. The binding affinity (normalized) is 0. (2) The peptide sequence is FDPYGATISATPESA. The MHC is HLA-DQA10101-DQB10501 with pseudo-sequence HLA-DQA10101-DQB10501. The binding affinity (normalized) is 0.0752.